Predict which catalyst facilitates the given reaction. From a dataset of Catalyst prediction with 721,799 reactions and 888 catalyst types from USPTO. (1) Reactant: [C:1]([O:4][C:5]1[CH:6]=[C:7]2[C:12](=[CH:13][C:14]=1[O:15][CH3:16])[N:11]=[C:10]([C:17]1[CH:22]=[CH:21][CH:20]=[C:19]([N+:23]([O-:25])=[O:24])[CH:18]=1)[NH:9][C:8]2=O)(=[O:3])[CH3:2].S(Cl)([Cl:29])=O. Product: [C:1]([O:4][C:5]1[CH:6]=[C:7]2[C:12](=[CH:13][C:14]=1[O:15][CH3:16])[N:11]=[C:10]([C:17]1[CH:22]=[CH:21][CH:20]=[C:19]([N+:23]([O-:25])=[O:24])[CH:18]=1)[N:9]=[C:8]2[Cl:29])(=[O:3])[CH3:2]. The catalyst class is: 3. (2) Reactant: [CH3:1][O:2][C:3](=[O:37])[CH:4]([C:15](=[O:36])[C:16]([N:27]1[CH:31]=[CH:30][CH:29]=[C:28]1[C:32]([O:34][CH3:35])=[O:33])([CH3:26])[CH2:17][C:18]1[CH:23]=[CH:22][C:21]([F:24])=[C:20]([Cl:25])[CH:19]=1)C(OCC1C=CC=CC=1)=O.CO. Product: [CH3:35][O:34][C:32]([C:28]1[N:27]([C:16]([CH2:17][C:18]2[CH:23]=[CH:22][C:21]([F:24])=[C:20]([Cl:25])[CH:19]=2)([CH3:26])[C:15](=[O:36])[CH2:4][C:3]([O:2][CH3:1])=[O:37])[CH:31]=[CH:30][CH:29]=1)=[O:33]. The catalyst class is: 78.